Dataset: Catalyst prediction with 721,799 reactions and 888 catalyst types from USPTO. Task: Predict which catalyst facilitates the given reaction. Reactant: [F:1][C:2]1[CH:3]=[CH:4][C:5]([O:19][CH3:20])=[C:6]([C:8]([CH3:18])([CH3:17])[CH2:9][C:10]2([C:13]([F:16])([F:15])[F:14])[CH2:12][O:11]2)[CH:7]=1.[NH2:21][C:22]1[CH:30]=[C:29]([CH3:31])[CH:28]=[C:27]2[C:23]=1[CH:24]=[N:25][N:26]2[C:32]1[CH:33]=[C:34]([CH:39]=[CH:40][CH:41]=1)[C:35]([O:37][CH3:38])=[O:36].FC(F)(F)S([O-])(=O)=O.[Yb+3].FC(F)(F)S([O-])(=O)=O.FC(F)(F)S([O-])(=O)=O.C(OCC)(=O)C. The catalyst class is: 10. Product: [F:1][C:2]1[CH:3]=[CH:4][C:5]([O:19][CH3:20])=[C:6]([C:8]([CH3:18])([CH3:17])[CH2:9][C:10]([OH:11])([C:13]([F:16])([F:15])[F:14])[CH2:12][NH:21][C:22]2[CH:30]=[C:29]([CH3:31])[CH:28]=[C:27]3[C:23]=2[CH:24]=[N:25][N:26]3[C:32]2[CH:33]=[C:34]([CH:39]=[CH:40][CH:41]=2)[C:35]([O:37][CH3:38])=[O:36])[CH:7]=1.